This data is from Full USPTO retrosynthesis dataset with 1.9M reactions from patents (1976-2016). The task is: Predict the reactants needed to synthesize the given product. (1) The reactants are: [OH-].[K+].[CH3:3][O:4][C:5]1[CH:10]=[C:9]([CH3:11])[C:8]([S:12]([N:15]2[CH2:20][CH2:19][N:18]3[CH:21]=[CH:22][CH:23]=[C:17]3[CH:16]2[CH2:24][O:25][CH2:26][C:27]([O:29]CC)=[O:28])(=[O:14])=[O:13])=[C:7]([CH3:32])[CH:6]=1.O. Given the product [CH3:3][O:4][C:5]1[CH:10]=[C:9]([CH3:11])[C:8]([S:12]([N:15]2[CH2:20][CH2:19][N:18]3[CH:21]=[CH:22][CH:23]=[C:17]3[CH:16]2[CH2:24][O:25][CH2:26][C:27]([OH:29])=[O:28])(=[O:14])=[O:13])=[C:7]([CH3:32])[CH:6]=1, predict the reactants needed to synthesize it. (2) Given the product [F:4][C:5]1[CH:33]=[C:32]([I:34])[CH:31]=[CH:30][C:6]=1[NH:7][C:8]1[C:9]([C:16]([N:2]([CH3:3])[CH3:1])=[O:18])=[CH:10][N:11]([CH3:15])[C:12](=[O:14])[CH:13]=1, predict the reactants needed to synthesize it. The reactants are: [CH3:1][NH:2][CH3:3].[F:4][C:5]1[CH:33]=[C:32]([I:34])[CH:31]=[CH:30][C:6]=1[NH:7][C:8]1[C:9]([C:16]([O:18]C2C(F)=C(F)C(F)=C(F)C=2F)=O)=[CH:10][N:11]([CH3:15])[C:12](=[O:14])[CH:13]=1. (3) Given the product [CH2:1]([O:8][C:9]1[CH:16]=[CH:15][CH:14]=[C:13]([O:17][CH3:18])[C:10]=1/[CH:11]=[CH:27]/[C:28]([O:30][CH2:31][CH3:32])=[O:29])[C:2]1[CH:7]=[CH:6][CH:5]=[CH:4][CH:3]=1, predict the reactants needed to synthesize it. The reactants are: [CH2:1]([O:8][C:9]1[CH:16]=[CH:15][CH:14]=[C:13]([O:17][CH3:18])[C:10]=1[CH:11]=O)[C:2]1[CH:7]=[CH:6][CH:5]=[CH:4][CH:3]=1.C(OP([CH2:27][C:28]([O:30][CH2:31][CH3:32])=[O:29])(OCC)=O)C.CN(C)C=O.[H-].[Na+]. (4) Given the product [CH2:1]([C:3]1[CH:4]=[C:5]([OH:21])[CH:8]=[CH:9][C:10]=1[O:11][CH3:12])[CH3:2], predict the reactants needed to synthesize it. The reactants are: [CH2:1]([C:3]1[CH:4]=[C:5]([CH:8]=[CH:9][C:10]=1[O:11][CH3:12])C=O)[CH3:2].C1C=C(Cl)C=C(C(OO)=[O:21])C=1.C([O-])=O.[OH-].[K+]. (5) Given the product [CH2:5]([N:7]([C:15]1[S:27][C@@H:26]2[C@@H:17]([C@@H:18]3[C@@H:23]([C@@H:24]([CH:28]=[O:29])[O:25]2)[O:22][C:21]([O:31][CH3:32])([CH3:30])[C:20]([O:34][CH3:35])([CH3:33])[O:19]3)[N:16]=1)[C:8](=[O:14])[O:9][C:10]([CH3:11])([CH3:13])[CH3:12])[CH3:6], predict the reactants needed to synthesize it. The reactants are: CS(C)=O.[CH2:5]([N:7]([C:15]1[S:27][C@@H:26]2[C@@H:17]([C@@H:18]3[C@@H:23]([C@@H:24]([CH2:28][OH:29])[O:25]2)[O:22][C:21]([O:31][CH3:32])([CH3:30])[C:20]([O:34][CH3:35])([CH3:33])[O:19]3)[N:16]=1)[C:8](=[O:14])[O:9][C:10]([CH3:13])([CH3:12])[CH3:11])[CH3:6].C(N(CC)CC)C. (6) Given the product [CH3:28][O:27][C:25](=[O:26])[CH2:24][N:9]1[C:8]2[CH:7]=[CH:6][CH:5]=[C:4]([CH:1]([CH3:3])[CH3:2])[C:13]=2[O:12][CH:11]([C:14]2[CH:15]=[CH:16][CH:17]=[CH:18][CH:19]=2)[C:10]1=[O:20], predict the reactants needed to synthesize it. The reactants are: [CH:1]([C:4]1[C:13]2[O:12][CH:11]([C:14]3[CH:19]=[CH:18][CH:17]=[CH:16][CH:15]=3)[C:10](=[O:20])[NH:9][C:8]=2[CH:7]=[CH:6][CH:5]=1)([CH3:3])[CH3:2].[H-].[Na+].Br[CH2:24][C:25]([O:27][CH3:28])=[O:26].C(O)(=O)CC(CC(O)=O)(C(O)=O)O. (7) Given the product [ClH:27].[ClH:29].[NH:8]([C:16]1[CH:21]=[CH:20][C:19]([NH:22][C:23](=[O:25])[CH3:24])=[N:18][CH:17]=1)[NH2:9], predict the reactants needed to synthesize it. The reactants are: C(OC([N:8]([C:16]1[CH:17]=[N:18][C:19]([NH:22][C:23](=[O:25])[CH3:24])=[CH:20][CH:21]=1)[NH:9]C(=O)C(C)(C)C)=O)(C)(C)C.C(Cl)[Cl:27].[ClH:29]. (8) The reactants are: [Br:1][C:2]1[C:3]([O:12][CH3:13])=[CH:4][C:5]([CH:9]([CH3:11])[CH3:10])=[C:6]([OH:8])[CH:7]=1.C([O-])([O-])=O.[K+].[K+].I[CH2:21][C:22]#[N:23]. Given the product [Br:1][C:2]1[C:3]([O:12][CH3:13])=[CH:4][C:5]([CH:9]([CH3:11])[CH3:10])=[C:6]([CH:7]=1)[O:8][CH2:21][C:22]#[N:23], predict the reactants needed to synthesize it.